Dataset: Full USPTO retrosynthesis dataset with 1.9M reactions from patents (1976-2016). Task: Predict the reactants needed to synthesize the given product. (1) Given the product [C:1]([NH:4][C:5]1[CH:6]=[CH:7][C:8]([S:11]([NH:4][C:5]2[CH:10]=[CH:9][CH:8]=[CH:7][C:6]=2[Cl:25])(=[O:12])=[O:13])=[CH:9][CH:10]=1)(=[O:3])[CH3:2], predict the reactants needed to synthesize it. The reactants are: [C:1]([NH:4][C:5]1[CH:10]=[CH:9][C:8]([S:11](C2C=CC([N+]([O-])=O)=C(Cl)C=2)(=[O:13])=[O:12])=[CH:7][CH:6]=1)(=[O:3])[CH3:2].O.[ClH:25]. (2) The reactants are: Br[C:2]1[O:3][C:4]2[C:24]([O:25]C(=O)C)=[C:23]([O:29][CH3:30])[CH:22]=[CH:21][C:5]=2[C:6]=1[C:7](=[O:20])[C:8]1[CH:13]=[C:12]([O:14][CH3:15])[C:11]([O:16][CH3:17])=[C:10]([O:18][CH3:19])[CH:9]=1.[NH2:31][C:32]1[CH:33]=[N:34][CH:35]=[CH:36][CH:37]=1. Given the product [OH:25][C:24]1[C:4]2[O:3][C:2]([NH:31][C:32]3[CH:33]=[N:34][CH:35]=[CH:36][CH:37]=3)=[C:6]([C:7]([C:8]3[CH:13]=[C:12]([O:14][CH3:15])[C:11]([O:16][CH3:17])=[C:10]([O:18][CH3:19])[CH:9]=3)=[O:20])[C:5]=2[CH:21]=[CH:22][C:23]=1[O:29][CH3:30], predict the reactants needed to synthesize it. (3) The reactants are: [OH:1][C:2]1[CH:7]=[CH:6][CH:5]=[CH:4][C:3]=1[C:8]([C:10]1[CH:15]=[CH:14][C:13]([O:16][CH3:17])=[CH:12][CH:11]=1)=O.C[Si](Cl)(C)C.C([BH3-])#N.[Na+]. Given the product [CH3:17][O:16][C:13]1[CH:14]=[CH:15][C:10]([CH2:8][C:3]2[CH:4]=[CH:5][CH:6]=[CH:7][C:2]=2[OH:1])=[CH:11][CH:12]=1, predict the reactants needed to synthesize it. (4) Given the product [O:2]1[CH:6]=[CH:5][CH:4]=[C:3]1[CH2:7][O:8][CH:9]1[CH2:12][N:11]([C:57](=[O:58])/[CH:56]=[CH:55]/[C:50]2[CH:49]=[C:48]3[C:53](=[N:52][CH:51]=2)[NH:54][C:45](=[O:44])[CH2:46][CH2:47]3)[CH2:10]1, predict the reactants needed to synthesize it. The reactants are: Cl.[O:2]1[CH:6]=[CH:5][CH:4]=[C:3]1[CH2:7][O:8][CH:9]1[CH2:12][NH:11][CH2:10]1.CCN=C=NCCCN(C)C.C1C=CC2N(O)N=NC=2C=1.C(N(C(C)C)CC)(C)C.Cl.[O:44]=[C:45]1[NH:54][C:53]2[N:52]=[CH:51][C:50](/[CH:55]=[CH:56]/[C:57](O)=[O:58])=[CH:49][C:48]=2[CH2:47][CH2:46]1. (5) Given the product [NH2:1][C:2]1[C:11]2[C:6](=[C:7]([C:23]3[CH:22]=[N:21][N:20]([CH3:19])[CH:24]=3)[CH:8]=[CH:9][CH:10]=2)[N:5]=[N:4][C:3]=1[C:13]([NH:15][CH2:16][CH2:17][CH3:18])=[O:14], predict the reactants needed to synthesize it. The reactants are: [NH2:1][C:2]1[C:11]2[C:6](=[C:7](Br)[CH:8]=[CH:9][CH:10]=2)[N:5]=[N:4][C:3]=1[C:13]([NH:15][CH2:16][CH2:17][CH3:18])=[O:14].[CH3:19][N:20]1[CH:24]=[C:23](B2OC(C)(C)C(C)(C)O2)[CH:22]=[N:21]1. (6) Given the product [O:22]=[S:23]1(=[O:29])[CH2:27][CH2:26][CH:25]([NH:28][C:18]([C:14]2[S:13][C:12](/[CH:11]=[CH:10]/[C:9]3[C:5]([CH2:1][CH2:2][CH2:3][CH3:4])=[N:6][O:7][C:8]=3[CH3:21])=[N:16][C:15]=2[CH3:17])=[O:20])[CH2:24]1, predict the reactants needed to synthesize it. The reactants are: [CH2:1]([C:5]1[C:9](/[CH:10]=[CH:11]/[C:12]2[S:13][C:14]([C:18]([OH:20])=O)=[C:15]([CH3:17])[N:16]=2)=[C:8]([CH3:21])[O:7][N:6]=1)[CH2:2][CH2:3][CH3:4].[O:22]=[S:23]1(=[O:29])[CH2:27][CH2:26][CH:25]([NH2:28])[CH2:24]1. (7) Given the product [C:21]1([C:19]2[C:10]([CH2:11][CH2:12][NH:13][C:14](=[O:16])[CH3:15])=[C:5]3[N:6]([CH:18]=2)[CH:7]=[CH:8][C:9]2[O:1][CH2:2][CH2:3][C:4]3=2)[CH:26]=[CH:25][CH:24]=[CH:23][CH:22]=1, predict the reactants needed to synthesize it. The reactants are: [O:1]1[C:9]2[CH:8]=[CH:7][N:6]=[C:5]([CH2:10][CH2:11][CH2:12][NH:13][C:14](=[O:16])[CH3:15])[C:4]=2[CH2:3][CH2:2]1.Br[CH2:18][C:19]([C:21]1[CH:26]=[CH:25][CH:24]=[CH:23][CH:22]=1)=O. (8) Given the product [Br:27][C:28]1[CH:40]=[CH:39][C:31]([O:32][C@@H:33]([CH2:37][CH2:36][OH:35])[C:34]([NH:15][CH:12]2[CH2:11][CH2:10][N:9]([C:7]3[S:6][N:5]=[C:4]([CH:1]([CH3:3])[CH3:2])[N:8]=3)[CH2:14][CH2:13]2)=[O:38])=[C:30]([F:41])[CH:29]=1, predict the reactants needed to synthesize it. The reactants are: [CH:1]([C:4]1[N:8]=[C:7]([N:9]2[CH2:14][CH2:13][CH:12]([NH2:15])[CH2:11][CH2:10]2)[S:6][N:5]=1)([CH3:3])[CH3:2].C[Al](C)C.C1(C)C=CC=CC=1.[Br:27][C:28]1[CH:40]=[CH:39][C:31]([O:32][C@H:33]2[CH2:37][CH2:36][O:35][C:34]2=[O:38])=[C:30]([F:41])[CH:29]=1. (9) Given the product [Br:19][C:4]1[C:5]2[C:10](=[CH:9][CH:8]=[CH:7][CH:6]=2)[C:1]([OH:11])=[CH:2][CH:3]=1, predict the reactants needed to synthesize it. The reactants are: [C:1]1([OH:11])[C:10]2[C:5](=[CH:6][CH:7]=[CH:8][CH:9]=2)[CH:4]=[CH:3][CH:2]=1.C1C(=O)N([Br:19])C(=O)C1.